This data is from Catalyst prediction with 721,799 reactions and 888 catalyst types from USPTO. The task is: Predict which catalyst facilitates the given reaction. (1) Reactant: C(OC(=O)[NH:7][C@@H:8]1[CH2:13][CH2:12][CH2:11][C:10]([F:15])([F:14])[C@@H:9]1[NH:16][C:17]([C:19]1[S:20][C:21]([CH3:34])=[C:22]([C:24]2[CH:25]=[N:26][N:27]3[CH:32]=[C:31]([Cl:33])[CH:30]=[N:29][C:28]=23)[CH:23]=1)=[O:18])(C)(C)C.FC(F)(F)C(O)=O. Product: [NH2:7][C@H:8]1[C@@H:9]([NH:16][C:17]([C:19]2[S:20][C:21]([CH3:34])=[C:22]([C:24]3[CH:25]=[N:26][N:27]4[CH:32]=[C:31]([Cl:33])[CH:30]=[N:29][C:28]=34)[CH:23]=2)=[O:18])[C:10]([F:15])([F:14])[CH2:11][CH2:12][CH2:13]1. The catalyst class is: 4. (2) Reactant: C([NH:4][N:5]([CH2:12][CH2:13][OH:14])[C:6]1[CH:11]=[CH:10][CH:9]=[CH:8][CH:7]=1)(=O)C.[OH-].[Na+]. Product: [C:6]1([N:5]([CH2:12][CH2:13][OH:14])[NH2:4])[CH:11]=[CH:10][CH:9]=[CH:8][CH:7]=1. The catalyst class is: 33.